This data is from Reaction yield outcomes from USPTO patents with 853,638 reactions. The task is: Predict the reaction yield, written as a fraction of the theoretical maximum amount of product (1.0 means a 100% yield; for example, 0.34 means a 34% yield). (1) The reactants are Cl.[C:2]([S:5][CH2:6]/[CH:7]=[C:8]1\[CH2:9][C:10]([CH3:20])([CH3:19])[CH2:11][C:12]2[C:17]\1=[CH:16][C:15]([Br:18])=[CH:14][CH:13]=2)(=[NH:4])[NH2:3].FC(F)(F)C(O)=O.CS(O)(=O)=O. No catalyst specified. The product is [Br:18][C:15]1[CH:16]=[C:17]2[C:12]([CH2:11][C:10]([CH3:20])([CH3:19])[CH2:9][C:8]32[CH2:7][CH2:6][S:5][C:2]([NH2:3])=[N:4]3)=[CH:13][CH:14]=1. The yield is 0.740. (2) The reactants are [N:1]1[CH:6]=[CH:5][CH:4]=[CH:3][C:2]=1[C:7]1[C:11]([CH2:12][O:13][C:14]2[N:15]=[CH:16][C:17]([C:20]([OH:22])=O)=[N:18][CH:19]=2)=[CH:10][O:9][N:8]=1.[CH:23]([NH2:26])([CH3:25])[CH3:24]. No catalyst specified. The product is [CH:23]([NH:26][C:20]([C:17]1[CH:16]=[N:15][C:14]([O:13][CH2:12][C:11]2[C:7]([C:2]3[CH:3]=[CH:4][CH:5]=[CH:6][N:1]=3)=[N:8][O:9][CH:10]=2)=[CH:19][N:18]=1)=[O:22])([CH3:25])[CH3:24]. The yield is 0.680. (3) The reactants are [S:1]1CC(O)S[CH2:3][CH:2]1O.[C:9]([CH2:11][C:12]([NH2:14])=[O:13])#[N:10].C(N(CC)CC)C. The catalyst is C(O)C. The product is [NH2:10][C:9]1[S:1][CH:2]=[CH:3][C:11]=1[C:12]([NH2:14])=[O:13]. The yield is 0.640.